This data is from Kir2.1 potassium channel HTS with 301,493 compounds. The task is: Binary Classification. Given a drug SMILES string, predict its activity (active/inactive) in a high-throughput screening assay against a specified biological target. The molecule is Clc1cc(C(Oc2oc(nc2/C=N\c2ccc(N(C)C)cc2)c2ccccc2)=O)ccc1. The result is 0 (inactive).